Dataset: Forward reaction prediction with 1.9M reactions from USPTO patents (1976-2016). Task: Predict the product of the given reaction. (1) Given the reactants Br[C:2]1[CH:7]=[CH:6][C:5]2[C:8]3[CH2:9][N:10]([C:16]([O:18][C:19]([CH3:22])([CH3:21])[CH3:20])=[O:17])[CH2:11][CH2:12][CH2:13][C:14]=3[S:15][C:4]=2[CH:3]=1.[Cl:23][C:24]1[CH:25]=[CH:26][C:27]([CH2:30][O:31][C:32]2[CH:37]=[CH:36][NH:35][C:34](=[O:38])[CH:33]=2)=[N:28][CH:29]=1, predict the reaction product. The product is: [Cl:23][C:24]1[CH:25]=[CH:26][C:27]([CH2:30][O:31][C:32]2[CH:37]=[CH:36][N:35]([C:2]3[CH:7]=[CH:6][C:5]4[C:8]5[CH2:9][N:10]([C:16]([O:18][C:19]([CH3:22])([CH3:21])[CH3:20])=[O:17])[CH2:11][CH2:12][CH2:13][C:14]=5[S:15][C:4]=4[CH:3]=3)[C:34](=[O:38])[CH:33]=2)=[N:28][CH:29]=1. (2) Given the reactants [CH3:1][N:2]1[C:6]2[CH:7]=[CH:8][CH:9]=[CH:10][C:5]=2[N:4]=[C:3]1[CH:11]=O.[CH2:13]([O:15][CH:16]([O:19][CH2:20]C)[CH2:17][NH2:18])C.[BH3-]C#N.[Na+], predict the reaction product. The product is: [CH3:13][O:15][CH:16]([O:19][CH3:20])[CH2:17][NH:18][CH2:11][C:3]1[N:2]([CH3:1])[C:6]2[CH:7]=[CH:8][CH:9]=[CH:10][C:5]=2[N:4]=1. (3) Given the reactants [CH3:1][O:2][C:3](=[O:19])[C:4]1[CH:9]=[CH:8][CH:7]=[C:6]([CH2:10][O:11][C:12]2[CH:17]=[CH:16][C:15](I)=[CH:14][CH:13]=2)[CH:5]=1.C(=O)([O-])[O-].[K+].[K+].[F:26][C:27]1[CH:32]=[C:31]([F:33])[C:30]([F:34])=[CH:29][C:28]=1B(O)O, predict the reaction product. The product is: [CH3:1][O:2][C:3](=[O:19])[C:4]1[CH:9]=[CH:8][CH:7]=[C:6]([CH2:10][O:11][C:12]2[CH:17]=[CH:16][C:15]([C:28]3[CH:29]=[C:30]([F:34])[C:31]([F:33])=[CH:32][C:27]=3[F:26])=[CH:14][CH:13]=2)[CH:5]=1. (4) Given the reactants [CH2:1]([C:8]1[CH:24]=[CH:23][C:11]([CH2:12][N:13]2[CH:18]=[CH:17][CH:16]=[C:15]([C:19](O)=[O:20])[C:14]2=[O:22])=[CH:10][CH:9]=1)[C:2]1[CH:7]=[CH:6][CH:5]=[CH:4][CH:3]=1.[NH2:25][C@@H:26]([CH2:34][CH2:35][CH2:36][NH:37][C:38]([NH:40][S:41]([C:44]1[C:45]([CH3:58])=[C:46]2[C:51](=[C:52]([CH3:55])[C:53]=1[CH3:54])[O:50][C:49]([CH3:57])([CH3:56])[CH2:48][CH2:47]2)(=[O:43])=[O:42])=[NH:39])[C:27]([O:29][C:30]([CH3:33])([CH3:32])[CH3:31])=[O:28].CN(C(ON1N=NC2C=CC=CC1=2)=[N+](C)C)C.F[P-](F)(F)(F)(F)F.CCN(C(C)C)C(C)C, predict the reaction product. The product is: [CH2:1]([C:8]1[CH:24]=[CH:23][C:11]([CH2:12][N:13]2[CH:18]=[CH:17][CH:16]=[C:15]([C:19]([NH:25][C@@H:26]([CH2:34][CH2:35][CH2:36][NH:37][C:38]([NH:40][S:41]([C:44]3[C:45]([CH3:58])=[C:46]4[C:51](=[C:52]([CH3:55])[C:53]=3[CH3:54])[O:50][C:49]([CH3:57])([CH3:56])[CH2:48][CH2:47]4)(=[O:42])=[O:43])=[NH:39])[C:27]([O:29][C:30]([CH3:31])([CH3:32])[CH3:33])=[O:28])=[O:20])[C:14]2=[O:22])=[CH:10][CH:9]=1)[C:2]1[CH:3]=[CH:4][CH:5]=[CH:6][CH:7]=1. (5) Given the reactants [NH2:1][C:2]1[CH:3]=[C:4]2[C:8](=[CH:9][CH:10]=1)[CH2:7][CH2:6][CH2:5]2.[CH3:11][O:12][CH2:13][C:14](Cl)=[O:15].N1C=CC=CC=1, predict the reaction product. The product is: [CH3:11][O:12][CH2:13][C:14]([NH:1][C:2]1[CH:3]=[C:4]2[C:8](=[CH:9][CH:10]=1)[CH2:7][CH2:6][CH2:5]2)=[O:15]. (6) The product is: [OH:14][S:11]([C:10]([F:23])([F:22])[F:9])(=[O:13])=[O:12].[NH:4]1[CH:5]=[CH:6][CH:7]=[CH:2][C:3]1=[O:8]. Given the reactants O[C:2]1[C:3](=[O:8])[NH:4][CH:5]=[CH:6][CH:7]=1.[F:9][C:10]([F:23])([F:22])[S:11]([O:14]S(C(F)(F)F)(=O)=O)(=[O:13])=[O:12], predict the reaction product. (7) Given the reactants Cl[C:2]1(C#N)[CH2:7][CH:6]2[CH2:8][CH2:9][C:3]1([O:10][CH3:11])[CH:4]=[CH:5]2.[OH2:14], predict the reaction product. The product is: [CH3:11][O:10][C:3]12[CH2:9][CH2:8][CH:6]([CH:5]=[CH:4]1)[CH2:7][C:2]2=[O:14]. (8) Given the reactants [CH2:1]([C:3]1[CH:25]=[CH:24][C:23]([C:26]2[CH:31]=[CH:30][N:29]=[CH:28][CH:27]=2)=[CH:22][C:4]=1[CH2:5][NH:6][CH:7]1[CH2:12][CH2:11][CH:10]([N:13]([CH3:21])[C:14](=[O:20])[O:15][C:16]([CH3:19])([CH3:18])[CH3:17])[CH2:9][CH2:8]1)[CH3:2].[Cl:32][C:33]1[C:34]2[C:44]([F:45])=[CH:43][CH:42]=[C:41]([F:46])[C:35]=2[S:36][C:37]=1[C:38](Cl)=[O:39], predict the reaction product. The product is: [Cl:32][C:33]1[C:34]2[C:44]([F:45])=[CH:43][CH:42]=[C:41]([F:46])[C:35]=2[S:36][C:37]=1[C:38]([N:6]([CH2:5][C:4]1[CH:22]=[C:23]([C:26]2[CH:31]=[CH:30][N:29]=[CH:28][CH:27]=2)[CH:24]=[CH:25][C:3]=1[CH2:1][CH3:2])[CH:7]1[CH2:8][CH2:9][CH:10]([N:13]([CH3:21])[C:14](=[O:20])[O:15][C:16]([CH3:19])([CH3:17])[CH3:18])[CH2:11][CH2:12]1)=[O:39]. (9) Given the reactants [CH2:1]([S:16][CH:17]([CH2:23][CH3:24])[C:18]([O:20]CC)=[O:19])[CH2:2]/[CH:3]=[CH:4]\[CH2:5]/[CH:6]=[CH:7]\[CH2:8]/[CH:9]=[CH:10]\[CH2:11]/[CH:12]=[CH:13]\[CH2:14][CH3:15].Cl, predict the reaction product. The product is: [CH2:1]([S:16][CH:17]([CH2:23][CH3:24])[C:18]([OH:20])=[O:19])[CH2:2]/[CH:3]=[CH:4]\[CH2:5]/[CH:6]=[CH:7]\[CH2:8]/[CH:9]=[CH:10]\[CH2:11]/[CH:12]=[CH:13]\[CH2:14][CH3:15]. (10) Given the reactants C(OC([N:8]1[CH2:13][CH2:12][N:11]([C:14]([CH:16]2[CH2:20][C:19]3[CH:21]=[C:22]([F:25])[CH:23]=[CH:24][C:18]=3[O:17]2)=[O:15])[CH2:10][CH2:9]1)=O)(C)(C)C.FC(F)(F)C(O)=O.C(=O)(O)[O-].[Na+], predict the reaction product. The product is: [F:25][C:22]1[CH:23]=[CH:24][C:18]2[O:17][CH:16]([C:14]([N:11]3[CH2:10][CH2:9][NH:8][CH2:13][CH2:12]3)=[O:15])[CH2:20][C:19]=2[CH:21]=1.